Dataset: NCI-60 drug combinations with 297,098 pairs across 59 cell lines. Task: Regression. Given two drug SMILES strings and cell line genomic features, predict the synergy score measuring deviation from expected non-interaction effect. (1) Drug 1: CC1=C(C=C(C=C1)C(=O)NC2=CC(=CC(=C2)C(F)(F)F)N3C=C(N=C3)C)NC4=NC=CC(=N4)C5=CN=CC=C5. Drug 2: C1=NNC2=C1C(=O)NC=N2. Cell line: HCT-15. Synergy scores: CSS=0.411, Synergy_ZIP=2.53, Synergy_Bliss=7.52, Synergy_Loewe=2.64, Synergy_HSA=2.59. (2) Drug 1: C1=CN(C(=O)N=C1N)C2C(C(C(O2)CO)O)O.Cl. Drug 2: C1=CC=C(C=C1)NC(=O)CCCCCCC(=O)NO. Cell line: A549. Synergy scores: CSS=26.7, Synergy_ZIP=-8.22, Synergy_Bliss=-6.04, Synergy_Loewe=-22.1, Synergy_HSA=-5.57. (3) Cell line: NCIH23. Synergy scores: CSS=-0.522, Synergy_ZIP=13.0, Synergy_Bliss=14.8, Synergy_Loewe=10.9, Synergy_HSA=10.1. Drug 2: CC1=C2C(C(=O)C3(C(CC4C(C3C(C(C2(C)C)(CC1OC(=O)C(C(C5=CC=CC=C5)NC(=O)OC(C)(C)C)O)O)OC(=O)C6=CC=CC=C6)(CO4)OC(=O)C)O)C)O. Drug 1: CC1=C(C=C(C=C1)C(=O)NC2=CC(=CC(=C2)C(F)(F)F)N3C=C(N=C3)C)NC4=NC=CC(=N4)C5=CN=CC=C5. (4) Drug 1: C1=CC(=CC=C1CC(C(=O)O)N)N(CCCl)CCCl.Cl. Drug 2: CC1C(C(CC(O1)OC2CC(CC3=C2C(=C4C(=C3O)C(=O)C5=C(C4=O)C(=CC=C5)OC)O)(C(=O)CO)O)N)O.Cl. Cell line: UO-31. Synergy scores: CSS=50.0, Synergy_ZIP=-2.30, Synergy_Bliss=3.61, Synergy_Loewe=-6.28, Synergy_HSA=4.87. (5) Drug 1: C1C(C(OC1N2C=C(C(=O)NC2=O)F)CO)O. Drug 2: C1C(C(OC1N2C=NC3=C(N=C(N=C32)Cl)N)CO)O. Cell line: OVCAR-4. Synergy scores: CSS=11.2, Synergy_ZIP=-4.81, Synergy_Bliss=-3.03, Synergy_Loewe=-2.13, Synergy_HSA=-0.964. (6) Drug 1: CN(CC1=CN=C2C(=N1)C(=NC(=N2)N)N)C3=CC=C(C=C3)C(=O)NC(CCC(=O)O)C(=O)O. Drug 2: C1CN1P(=S)(N2CC2)N3CC3. Cell line: MCF7. Synergy scores: CSS=28.4, Synergy_ZIP=-5.24, Synergy_Bliss=-2.12, Synergy_Loewe=-1.38, Synergy_HSA=-1.07. (7) Cell line: EKVX. Drug 1: CS(=O)(=O)CCNCC1=CC=C(O1)C2=CC3=C(C=C2)N=CN=C3NC4=CC(=C(C=C4)OCC5=CC(=CC=C5)F)Cl. Synergy scores: CSS=23.3, Synergy_ZIP=-4.26, Synergy_Bliss=-0.611, Synergy_Loewe=-31.5, Synergy_HSA=1.52. Drug 2: C(CC(=O)O)C(=O)CN.Cl. (8) Drug 1: CN1C(=O)N2C=NC(=C2N=N1)C(=O)N. Drug 2: CC1C(C(CC(O1)OC2CC(CC3=C2C(=C4C(=C3O)C(=O)C5=CC=CC=C5C4=O)O)(C(=O)C)O)N)O. Cell line: A549. Synergy scores: CSS=51.4, Synergy_ZIP=-3.67, Synergy_Bliss=-3.38, Synergy_Loewe=-40.3, Synergy_HSA=-1.03. (9) Drug 1: CN1CCC(CC1)COC2=C(C=C3C(=C2)N=CN=C3NC4=C(C=C(C=C4)Br)F)OC. Drug 2: C1C(C(OC1N2C=NC3=C(N=C(N=C32)Cl)N)CO)O. Cell line: NCI-H322M. Synergy scores: CSS=32.1, Synergy_ZIP=0.476, Synergy_Bliss=-2.25, Synergy_Loewe=-5.99, Synergy_HSA=-3.52. (10) Drug 1: C1=NC(=NC(=O)N1C2C(C(C(O2)CO)O)O)N. Drug 2: C(CCl)NC(=O)N(CCCl)N=O. Cell line: MOLT-4. Synergy scores: CSS=36.8, Synergy_ZIP=-9.27, Synergy_Bliss=-8.77, Synergy_Loewe=-29.2, Synergy_HSA=-5.40.